This data is from Full USPTO retrosynthesis dataset with 1.9M reactions from patents (1976-2016). The task is: Predict the reactants needed to synthesize the given product. Given the product [CH2:20]([C:10]1[C:11]2[C:12]([NH2:17])=[CH:13][CH:14]=[CH:15][C:16]=2[N:8]([CH2:7][C:4]2[S:5][CH:6]=[C:2]([CH3:1])[N:3]=2)[N:9]=1)[CH3:21], predict the reactants needed to synthesize it. The reactants are: [CH3:1][C:2]1[N:3]=[C:4]([CH2:7][N:8]2[C:16]3[C:11](=[C:12]([N+:17]([O-])=O)[CH:13]=[CH:14][CH:15]=3)[C:10]([CH:20]=[CH2:21])=[N:9]2)[S:5][CH:6]=1.